Dataset: NCI-60 drug combinations with 297,098 pairs across 59 cell lines. Task: Regression. Given two drug SMILES strings and cell line genomic features, predict the synergy score measuring deviation from expected non-interaction effect. (1) Drug 1: CCC1(CC2CC(C3=C(CCN(C2)C1)C4=CC=CC=C4N3)(C5=C(C=C6C(=C5)C78CCN9C7C(C=CC9)(C(C(C8N6C)(C(=O)OC)O)OC(=O)C)CC)OC)C(=O)OC)O.OS(=O)(=O)O. Drug 2: COCCOC1=C(C=C2C(=C1)C(=NC=N2)NC3=CC=CC(=C3)C#C)OCCOC.Cl. Cell line: IGROV1. Synergy scores: CSS=9.53, Synergy_ZIP=2.03, Synergy_Bliss=1.58, Synergy_Loewe=-1.35, Synergy_HSA=-1.02. (2) Drug 1: C1CCC(C1)C(CC#N)N2C=C(C=N2)C3=C4C=CNC4=NC=N3. Drug 2: C1=C(C(=O)NC(=O)N1)N(CCCl)CCCl. Cell line: EKVX. Synergy scores: CSS=20.4, Synergy_ZIP=2.10, Synergy_Bliss=7.40, Synergy_Loewe=0.419, Synergy_HSA=8.10. (3) Drug 1: CC=C1C(=O)NC(C(=O)OC2CC(=O)NC(C(=O)NC(CSSCCC=C2)C(=O)N1)C(C)C)C(C)C. Drug 2: C(CCl)NC(=O)N(CCCl)N=O. Cell line: SF-268. Synergy scores: CSS=64.5, Synergy_ZIP=5.11, Synergy_Bliss=5.14, Synergy_Loewe=-20.1, Synergy_HSA=7.77. (4) Drug 1: CC1C(C(CC(O1)OC2CC(CC3=C2C(=C4C(=C3O)C(=O)C5=C(C4=O)C(=CC=C5)OC)O)(C(=O)C)O)N)O.Cl. Drug 2: CC1C(C(CC(O1)OC2CC(OC(C2O)C)OC3=CC4=CC5=C(C(=O)C(C(C5)C(C(=O)C(C(C)O)O)OC)OC6CC(C(C(O6)C)O)OC7CC(C(C(O7)C)O)OC8CC(C(C(O8)C)O)(C)O)C(=C4C(=C3C)O)O)O)O. Cell line: MCF7. Synergy scores: CSS=2.52, Synergy_ZIP=-8.10, Synergy_Bliss=-4.09, Synergy_Loewe=-21.9, Synergy_HSA=-4.73.